Dataset: Peptide-MHC class I binding affinity with 185,985 pairs from IEDB/IMGT. Task: Regression. Given a peptide amino acid sequence and an MHC pseudo amino acid sequence, predict their binding affinity value. This is MHC class I binding data. (1) The peptide sequence is GVNKQTAMK. The MHC is HLA-A11:01 with pseudo-sequence HLA-A11:01. The binding affinity (normalized) is 0.720. (2) The peptide sequence is THEGVVCAL. The MHC is HLA-B14:02 with pseudo-sequence HLA-B14:02. The binding affinity (normalized) is 0.542.